This data is from Catalyst prediction with 721,799 reactions and 888 catalyst types from USPTO. The task is: Predict which catalyst facilitates the given reaction. (1) Product: [C:21]([CH2:20][N:12]1[C:13]2[C:9](=[CH:8][CH:7]=[CH:6][C:5]=2[O:4][CH3:3])[CH:10]=[C:11]1[C:14]([O:16][CH2:17][CH3:18])=[O:15])#[N:22]. The catalyst class is: 9. Reactant: [H-].[Na+].[CH3:3][O:4][C:5]1[CH:6]=[CH:7][CH:8]=[C:9]2[C:13]=1[NH:12][C:11]([C:14]([O:16][CH2:17][CH3:18])=[O:15])=[CH:10]2.Br[CH2:20][C:21]#[N:22]. (2) Reactant: [F:1][C:2]1[CH2:7][CH2:6][CH:5]([CH:8]([CH:17]2[CH2:22][CH2:21][C:20]([F:23])=[CH:19][CH2:18]2)[O:9][Si](CC)(CC)CC)[CH2:4][CH:3]=1.C1(C)C=CC(S(O)(=O)=O)=CC=1. Product: [F:1][CH:2]1[CH2:7][CH2:6][CH:5]([CH:8]([CH:17]2[CH2:22][CH2:21][CH:20]([F:23])[CH2:19][CH2:18]2)[OH:9])[CH2:4][CH2:3]1. The catalyst class is: 61. (3) Reactant: [NH3:1].C([O:4][C:5]([C:7]1[N:11]2[CH:12]=[C:13]([C:16]3[C:20]([C:21]4[CH:26]=[CH:25][CH:24]=[CH:23][N:22]=4)=[N:19][N:18]4[CH2:27][CH2:28][CH2:29][C:17]=34)[CH:14]=[CH:15][C:10]2=[N:9][CH:8]=1)=O)C.ClCCl.CO. Product: [N:22]1[CH:23]=[CH:24][CH:25]=[CH:26][C:21]=1[C:20]1[C:16]([C:13]2[CH:14]=[CH:15][C:10]3[N:11]([C:7]([C:5]([NH2:1])=[O:4])=[CH:8][N:9]=3)[CH:12]=2)=[C:17]2[CH2:29][CH2:28][CH2:27][N:18]2[N:19]=1. The catalyst class is: 5. (4) Reactant: C[O:2][C:3](=[O:39])[CH2:4][O:5][C:6]1[CH:15]=[CH:14][C:13]([F:16])=[C:12]2[C:7]=1[C:8]([O:35][CH:36]([F:38])[F:37])=[C:9]([CH2:19][C:20]1[CH:25]=[CH:24][C:23](B3OC(C)(C)C(C)(C)O3)=[CH:22][CH:21]=1)[C:10]([CH2:17][CH3:18])=[N:11]2.Br[C:41]1[N:46]=[CH:45][CH:44]=[CH:43][N:42]=1.O1CCOCC1.C(=O)([O-])[O-].[Cs+].[Cs+]. Product: [F:38][CH:36]([F:37])[O:35][C:8]1[C:7]2[C:12](=[C:13]([F:16])[CH:14]=[CH:15][C:6]=2[O:5][CH2:4][C:3]([OH:2])=[O:39])[N:11]=[C:10]([CH2:17][CH3:18])[C:9]=1[CH2:19][C:20]1[CH:21]=[CH:22][C:23]([C:41]2[N:46]=[CH:45][CH:44]=[CH:43][N:42]=2)=[CH:24][CH:25]=1. The catalyst class is: 13.